From a dataset of Full USPTO retrosynthesis dataset with 1.9M reactions from patents (1976-2016). Predict the reactants needed to synthesize the given product. (1) Given the product [C:30]1([C:2]2[CH:11]=[C:10]3[C:5]([N:6]=[C:7]([C:12]4[CH:17]=[CH:16][C:15]([F:18])=[C:14]([F:19])[CH:13]=4)[CH:8]=[N:9]3)=[C:4]([C:20]([NH:22][CH2:23][C:24]([OH:26])=[O:25])=[O:21])[C:3]=2[OH:29])[CH2:35][CH2:34][CH2:33][CH2:32][CH:31]=1, predict the reactants needed to synthesize it. The reactants are: Br[C:2]1[CH:11]=[C:10]2[C:5]([N:6]=[C:7]([C:12]3[CH:17]=[CH:16][C:15]([F:18])=[C:14]([F:19])[CH:13]=3)[CH:8]=[N:9]2)=[C:4]([C:20]([NH:22][CH2:23][C:24]([O:26]CC)=[O:25])=[O:21])[C:3]=1[OH:29].[C:30]1(B2OC(C)(C)C(C)(C)O2)[CH2:35][CH2:34][CH2:33][CH2:32][CH:31]=1.C(=O)([O-])[O-].[K+].[K+].[OH-].[Na+]. (2) Given the product [Cl:13][C:14]1[CH:19]=[CH:18][C:17]([S:20]([NH:12][C:9]2[CH:10]=[CH:11][C:2]([Cl:1])=[C:3]3[C:8]=2[N:7]=[CH:6][CH:5]=[CH:4]3)(=[O:21])=[O:22])=[C:16]([F:24])[CH:15]=1, predict the reactants needed to synthesize it. The reactants are: [Cl:1][C:2]1[CH:11]=[CH:10][C:9]([NH2:12])=[C:8]2[C:3]=1[CH:4]=[CH:5][CH:6]=[N:7]2.[Cl:13][C:14]1[CH:19]=[CH:18][C:17]([S:20](Cl)(=[O:22])=[O:21])=[C:16]([F:24])[CH:15]=1.